Dataset: Reaction yield outcomes from USPTO patents with 853,638 reactions. Task: Predict the reaction yield, written as a fraction of the theoretical maximum amount of product (1.0 means a 100% yield; for example, 0.34 means a 34% yield). The reactants are [Cl:1][C:2]1[N:11]=[C:10](Cl)[C:9]2[CH2:8][CH2:7][CH2:6][CH:5]([C:13]3[CH:18]=[CH:17][CH:16]=[CH:15][CH:14]=3)[C:4]=2[N:3]=1.[CH3:19][NH:20][CH2:21][CH3:22]. The catalyst is CO. The product is [Cl:1][C:2]1[N:11]=[C:10]([N:20]([CH2:21][CH3:22])[CH3:19])[C:9]2[CH2:8][CH2:7][CH2:6][CH:5]([C:13]3[CH:18]=[CH:17][CH:16]=[CH:15][CH:14]=3)[C:4]=2[N:3]=1. The yield is 0.729.